From a dataset of Catalyst prediction with 721,799 reactions and 888 catalyst types from USPTO. Predict which catalyst facilitates the given reaction. (1) Reactant: [CH2:1]([O:8][CH2:9][CH:10]1[CH2:12][O:11]1)[C:2]1[CH:7]=[CH:6][CH:5]=[CH:4][CH:3]=1.[NH4+].[Cl-].[N-:15]=[N+:16]=[N-:17].[Na+]. Product: [N:15]([CH2:12][CH:10]([OH:11])[CH2:9][O:8][CH2:1][C:2]1[CH:7]=[CH:6][CH:5]=[CH:4][CH:3]=1)=[N+:16]=[N-:17]. The catalyst class is: 24. (2) Reactant: [Cl:1][C:2]1[CH:7]=[CH:6][C:5]([CH2:8][C@@H:9]([NH:34]C(=O)OC(C)(C)C)[C:10]([N:12]2[CH2:17][CH2:16][N:15]([C:18]3[C:23]([C:24]4[CH:29]=[CH:28][CH:27]=[C:26]([F:30])[CH:25]=4)=[CH:22][N:21]=[C:20]4[NH:31][CH:32]=[CH:33][C:19]=34)[CH2:14][CH2:13]2)=[O:11])=[CH:4][CH:3]=1.C(O)(C(F)(F)F)=O.C1(N)C(F)=C(F)C(F)=C(N)C=1F.Cl.Cl. Product: [NH2:34][C@H:9]([CH2:8][C:5]1[CH:4]=[CH:3][C:2]([Cl:1])=[CH:7][CH:6]=1)[C:10]([N:12]1[CH2:17][CH2:16][N:15]([C:18]2[C:23]([C:24]3[CH:29]=[CH:28][CH:27]=[C:26]([F:30])[CH:25]=3)=[CH:22][N:21]=[C:20]3[NH:31][CH:32]=[CH:33][C:19]=23)[CH2:14][CH2:13]1)=[O:11]. The catalyst class is: 2. (3) Reactant: [CH2:1]([O:8][C:9]1[N:14]=[C:13]([CH2:15]O)[CH:12]=[CH:11][C:10]=1[O:17][CH2:18][CH2:19][CH3:20])[C:2]1[CH:7]=[CH:6][CH:5]=[CH:4][CH:3]=1.C1(P(C2C=CC=CC=2)C2C=CC=CC=2)C=CC=CC=1.C(Br)(Br)(Br)Br.[N-:45]=[N+:46]=[N-:47].[Na+]. Product: [N:45]([CH2:15][C:13]1[N:14]=[C:9]([O:8][CH2:1][C:2]2[CH:7]=[CH:6][CH:5]=[CH:4][CH:3]=2)[C:10]([O:17][CH2:18][CH2:19][CH3:20])=[CH:11][CH:12]=1)=[N+:46]=[N-:47]. The catalyst class is: 145. (4) Reactant: FC(F)(F)C(OC(=O)C(F)(F)F)=O.[NH2:14][C:15](=O)[CH2:16][C@H:17]1[CH2:22][CH2:21][C@H:20]([C:23]2[CH:28]=[CH:27][C:26]([NH:29][C:30]([C:32]3[O:33][C:34]([NH:37][C:38]4[CH:43]=[CH:42][CH:41]=[CH:40][C:39]=4[F:44])=[N:35][N:36]=3)=[O:31])=[CH:25][CH:24]=2)[CH2:19][CH2:18]1.N1C=CC=CC=1. Product: [C:15]([CH2:16][C@H:17]1[CH2:18][CH2:19][C@H:20]([C:23]2[CH:24]=[CH:25][C:26]([NH:29][C:30]([C:32]3[O:33][C:34]([NH:37][C:38]4[CH:43]=[CH:42][CH:41]=[CH:40][C:39]=4[F:44])=[N:35][N:36]=3)=[O:31])=[CH:27][CH:28]=2)[CH2:21][CH2:22]1)#[N:14]. The catalyst class is: 2. (5) Reactant: [Br:1][C:2]1[CH:3]=[C:4]2[C:9](=[CH:10][CH:11]=1)[N:8]([C:12](=[O:17])[C:13]([F:16])([F:15])[F:14])[C@@H:7]([CH3:18])[CH2:6][NH:5]2.C(N(CC)C(C)C)(C)C.[O:28]1[CH:32]=[CH:31][CH:30]=[C:29]1[C:33](Cl)=[O:34]. Product: [Br:1][C:2]1[CH:3]=[C:4]2[C:9](=[CH:10][CH:11]=1)[N:8]([C:12](=[O:17])[C:13]([F:14])([F:16])[F:15])[C@@H:7]([CH3:18])[CH2:6][N:5]2[C:33]([C:29]1[O:28][CH:32]=[CH:31][CH:30]=1)=[O:34]. The catalyst class is: 26. (6) Reactant: [I:1][C:2]1[CH:3]=[C:4]([NH2:10])[C:5]([NH:8][CH3:9])=[CH:6][CH:7]=1.[Cl:11][C:12]1[C:13]([C:18](O)=O)=[N:14][CH:15]=[CH:16][CH:17]=1.CCN=C=NCCCN(C)C.Cl.C1C=CC2N(O)N=NC=2C=1. Product: [Cl:11][C:12]1[C:13]([C:18]2[N:8]([CH3:9])[C:5]3[CH:6]=[CH:7][C:2]([I:1])=[CH:3][C:4]=3[N:10]=2)=[N:14][CH:15]=[CH:16][CH:17]=1. The catalyst class is: 803. (7) The catalyst class is: 6. Reactant: [C:1]([OH:10])(=[O:9])[C:2]1[C:3](=[CH:5][CH:6]=[CH:7][CH:8]=1)[SH:4].[CH3:11][CH:12](O)[CH3:13].S(=O)(=O)(O)O.C(=O)(O)[O-].[Na+]. Product: [SH:4][C:3]1[CH:5]=[CH:6][CH:7]=[CH:8][C:2]=1[C:1]([O:10][CH:12]([CH3:13])[CH3:11])=[O:9].